From a dataset of Merck oncology drug combination screen with 23,052 pairs across 39 cell lines. Regression. Given two drug SMILES strings and cell line genomic features, predict the synergy score measuring deviation from expected non-interaction effect. (1) Drug 1: C=CCn1c(=O)c2cnc(Nc3ccc(N4CCN(C)CC4)cc3)nc2n1-c1cccc(C(C)(C)O)n1. Drug 2: O=C(O)C1(Cc2cccc(Nc3nccs3)n2)CCC(Oc2cccc(Cl)c2F)CC1. Cell line: UWB1289BRCA1. Synergy scores: synergy=13.2. (2) Drug 1: N.N.O=C(O)C1(C(=O)O)CCC1.[Pt]. Drug 2: O=C(O)C1(Cc2cccc(Nc3nccs3)n2)CCC(Oc2cccc(Cl)c2F)CC1. Cell line: OCUBM. Synergy scores: synergy=-1.76. (3) Drug 2: Cn1c(=O)n(-c2ccc(C(C)(C)C#N)cc2)c2c3cc(-c4cnc5ccccc5c4)ccc3ncc21. Cell line: ES2. Drug 1: NC1(c2ccc(-c3nc4ccn5c(=O)[nH]nc5c4cc3-c3ccccc3)cc2)CCC1. Synergy scores: synergy=25.2. (4) Drug 1: CCC1(O)CC2CN(CCc3c([nH]c4ccccc34)C(C(=O)OC)(c3cc4c(cc3OC)N(C)C3C(O)(C(=O)OC)C(OC(C)=O)C5(CC)C=CCN6CCC43C65)C2)C1. Drug 2: N#Cc1ccc(Cn2cncc2CN2CCN(c3cccc(Cl)c3)C(=O)C2)cc1. Cell line: ZR751. Synergy scores: synergy=19.5. (5) Drug 1: CC1(c2nc3c(C(N)=O)cccc3[nH]2)CCCN1. Drug 2: Cn1cc(-c2cnn3c(N)c(Br)c(C4CCCNC4)nc23)cn1. Cell line: UWB1289BRCA1. Synergy scores: synergy=-31.4. (6) Drug 1: N.N.O=C(O)C1(C(=O)O)CCC1.[Pt]. Synergy scores: synergy=28.5. Cell line: NCIH460. Drug 2: COC1CC2CCC(C)C(O)(O2)C(=O)C(=O)N2CCCCC2C(=O)OC(C(C)CC2CCC(OP(C)(C)=O)C(OC)C2)CC(=O)C(C)C=C(C)C(O)C(OC)C(=O)C(C)CC(C)C=CC=CC=C1C.